This data is from Reaction yield outcomes from USPTO patents with 853,638 reactions. The task is: Predict the reaction yield, written as a fraction of the theoretical maximum amount of product (1.0 means a 100% yield; for example, 0.34 means a 34% yield). (1) The reactants are [CH3:1][C:2]1([CH3:9])[CH2:5][CH:4]([C:6]([NH2:8])=[O:7])[CH2:3]1.C(Cl)(=O)[C:11](Cl)=[O:12].[CH3:16][N:17]1[CH:21]=[C:20]([C:22]2[CH:27]=[C:26]([O:28][C:29]3[CH:30]=[CH:31][C:32]([NH2:35])=[N:33][CH:34]=3)[CH:25]=[CH:24][N:23]=2)[CH:19]=[N:18]1.N1C=CC=CC=1. The catalyst is ClCCCl.C1COCC1. The product is [CH3:1][C:2]1([CH3:9])[CH2:5][CH:4]([C:6]([NH:8][C:11](=[O:12])[NH:35][C:32]2[CH:31]=[CH:30][C:29]([O:28][C:26]3[CH:25]=[CH:24][N:23]=[C:22]([C:20]4[CH:19]=[N:18][N:17]([CH3:16])[CH:21]=4)[CH:27]=3)=[CH:34][N:33]=2)=[O:7])[CH2:3]1. The yield is 0.610. (2) The reactants are C(O[C:4]([C:11]1[CH:16]=[CH:15][CH:14]=[CH:13][CH:12]=1)(OCC)OCC)C.[CH:17]([C@H:20]1[CH2:24][O:23][C:22](=[O:25])[N:21]1[C:26]1[CH:31]=[CH:30][N:29]=[C:28]([NH:32][C@@H:33]([CH3:38])[C:34]([NH:36][NH2:37])=[O:35])[N:27]=1)([CH3:19])[CH3:18].C(OCC)(=O)C. The catalyst is CCCCCCC. The product is [CH:17]([C@H:20]1[CH2:24][O:23][C:22](=[O:25])[N:21]1[C:26]1[CH:31]=[CH:30][N:29]=[C:28]([NH:32][C@H:33]([C:34]2[O:35][C:4]([C:11]3[CH:16]=[CH:15][CH:14]=[CH:13][CH:12]=3)=[N:37][N:36]=2)[CH3:38])[N:27]=1)([CH3:19])[CH3:18]. The yield is 0.159. (3) The reactants are [C:1](C1C(=O)N(CC(C)C)N=C(C2C=CC(F)=C(F)C=2)C=1)(O)=O.[C:23]([C:26]1[C:27](=[O:40])[NH:28][N:29]=[C:30]([C:32]2[CH:37]=[CH:36][C:35]([F:38])=[CH:34][C:33]=2[F:39])[CH:31]=1)([OH:25])=[O:24]. No catalyst specified. The product is [F:39][C:33]1[CH:34]=[C:35]([F:38])[CH:36]=[CH:37][C:32]=1[C:30]1[CH:31]=[C:26]([C:23]([O:25][CH3:1])=[O:24])[C:27](=[O:40])[NH:28][N:29]=1. The yield is 0.812. (4) The reactants are [NH2:1][C:2]1[CH:3]=[C:4]([CH:16]=[C:17]([Cl:19])[CH:18]=1)[O:5][C:6]1[CH:11]=[CH:10][N:9]=[C:8]([NH2:12])[C:7]=1[N+:13]([O-:15])=[O:14].[F:20][C:21]([F:33])([F:32])[O:22][C:23]1[CH:24]=[C:25]([CH:29]=[CH:30][CH:31]=1)[C:26](Cl)=[O:27]. No catalyst specified. The product is [NH2:12][C:8]1[C:7]([N+:13]([O-:15])=[O:14])=[C:6]([O:5][C:4]2[CH:3]=[C:2]([NH:1][C:26](=[O:27])[C:25]3[CH:29]=[CH:30][CH:31]=[C:23]([O:22][C:21]([F:20])([F:32])[F:33])[CH:24]=3)[CH:18]=[C:17]([Cl:19])[CH:16]=2)[CH:11]=[CH:10][N:9]=1. The yield is 0.740. (5) The reactants are [CH3:1][O:2][C:3]1[C:11]2[O:10][C:9]([CH3:13])([CH3:12])[CH2:8][C:7]=2[C:6]([CH3:14])=[C:5]([N:15]2[CH2:20][CH2:19][NH:18][CH2:17][CH2:16]2)[C:4]=1[CH3:21].Br[C:23]1[CH:33]=[CH:32][C:26]2[O:27][C:28]([F:31])([F:30])[O:29][C:25]=2[CH:24]=1. No catalyst specified. The product is [F:31][C:28]1([F:30])[O:27][C:26]2[CH:32]=[CH:33][C:23]([N:18]3[CH2:19][CH2:20][N:15]([C:5]4[C:4]([CH3:21])=[C:3]([O:2][CH3:1])[C:11]5[O:10][C:9]([CH3:13])([CH3:12])[CH2:8][C:7]=5[C:6]=4[CH3:14])[CH2:16][CH2:17]3)=[CH:24][C:25]=2[O:29]1. The yield is 0.480. (6) The reactants are [CH:1]1([NH2:7])[CH2:6][CH2:5][CH2:4][CH2:3][CH2:2]1.C([O:10][C:11]([C:13]1[C:14](=[O:32])[N:15]([CH2:25][C:26]2[CH:31]=[CH:30][CH:29]=[CH:28][CH:27]=2)[C:16]2[C:21]([C:22]=1[OH:23])=[CH:20][C:19]([Cl:24])=[CH:18][CH:17]=2)=O)C. The catalyst is C1(C)C=CC=CC=1.O. The product is [CH:1]1([NH:7][C:11]([C:13]2[C:14](=[O:32])[N:15]([CH2:25][C:26]3[CH:31]=[CH:30][CH:29]=[CH:28][CH:27]=3)[C:16]3[C:21]([C:22]=2[OH:23])=[CH:20][C:19]([Cl:24])=[CH:18][CH:17]=3)=[O:10])[CH2:6][CH2:5][CH2:4][CH2:3][CH2:2]1. The yield is 0.960. (7) The reactants are [CH3:1][O:2][C:3](=[O:18])[C:4]1[CH:13]=[C:12]([O:14][CH:15]([CH3:17])[CH3:16])[CH:11]=[C:6]([C:7]([O:9]C)=[O:8])[CH:5]=1.[OH-].[Na+]. The catalyst is CO.O.C(OCC)C. The product is [CH3:1][O:2][C:3](=[O:18])[C:4]1[CH:13]=[C:12]([O:14][CH:15]([CH3:16])[CH3:17])[CH:11]=[C:6]([C:7]([OH:9])=[O:8])[CH:5]=1. The yield is 0.860. (8) The reactants are [C:1]([NH:4][NH:5]C(=O)C1C=C(CC)C(OC)=NC=1C)(=[O:3])[CH3:2].S(Cl)([C:22]1[CH:28]=[CH:27][C:25](C)=[CH:24][CH:23]=1)(=O)=O.C([N:34]=P1(N(CC)CC)N(C)CCCN1C)(C)(C)C. The catalyst is O1CCCC1. The product is [CH3:2][C:1]1[O:3][C:22]([C:28]2[CH:27]=[CH:25][CH:24]=[CH:23][N:34]=2)=[N:5][N:4]=1. The yield is 0.730. (9) The product is [F:15][C:16]([F:28])([F:29])[C:17]1[CH:18]=[C:19]([NH:20][C:10](=[O:12])[C:9]2[CH:13]=[C:5]([C:2]([CH3:1])([CH3:3])[CH3:4])[CH:6]=[CH:7][C:8]=2[OH:14])[CH:21]=[C:22]([C:24]([F:25])([F:27])[F:26])[CH:23]=1. The reactants are [CH3:1][C:2]([C:5]1[CH:13]=[C:9]([C:10]([OH:12])=O)[C:8]([OH:14])=[CH:7][CH:6]=1)([CH3:4])[CH3:3].[F:15][C:16]([F:29])([F:28])[C:17]1[CH:18]=[C:19]([CH:21]=[C:22]([C:24]([F:27])([F:26])[F:25])[CH:23]=1)[NH2:20]. The yield is 0.538. No catalyst specified.